Predict the reaction yield, written as a fraction of the theoretical maximum amount of product (1.0 means a 100% yield; for example, 0.34 means a 34% yield). From a dataset of Reaction yield outcomes from USPTO patents with 853,638 reactions. The reactants are [CH2:1]([N:8]([CH2:33][C:34]1[CH:39]=[CH:38][CH:37]=[CH:36][CH:35]=1)[C@@H:9]([C@H:20]([CH2:28][CH:29]([OH:32])[CH2:30][OH:31])[C:21]([O:23][C:24]([CH3:27])([CH3:26])[CH3:25])=[O:22])[C:10]([O:12][CH2:13][C:14]1[CH:19]=[CH:18][CH:17]=[CH:16][CH:15]=1)=[O:11])[C:2]1[CH:7]=[CH:6][CH:5]=[CH:4][CH:3]=1.[CH3:40][S:41](Cl)(=[O:43])=[O:42].C(O)(=O)CC(CC(O)=O)(C(O)=O)O. The catalyst is N1C=CC=CC=1. The product is [CH2:1]([N:8]([CH2:33][C:34]1[CH:35]=[CH:36][CH:37]=[CH:38][CH:39]=1)[C@@H:9]([C@H:20]([CH2:28][CH:29]([OH:32])[CH2:30][O:31][S:41]([CH3:40])(=[O:43])=[O:42])[C:21]([O:23][C:24]([CH3:27])([CH3:26])[CH3:25])=[O:22])[C:10]([O:12][CH2:13][C:14]1[CH:19]=[CH:18][CH:17]=[CH:16][CH:15]=1)=[O:11])[C:2]1[CH:7]=[CH:6][CH:5]=[CH:4][CH:3]=1. The yield is 0.810.